Dataset: Forward reaction prediction with 1.9M reactions from USPTO patents (1976-2016). Task: Predict the product of the given reaction. (1) The product is: [CH3:12][N:2]([CH3:1])[C:3]1[CH:4]=[C:5]([CH:9]=[CH:10][CH:11]=1)[C:6]([NH:17][C:16]1[CH:18]=[CH:19][C:20]([CH3:21])=[C:14]([OH:13])[CH:15]=1)=[O:8]. Given the reactants [CH3:1][N:2]([CH3:12])[C:3]1[CH:4]=[C:5]([CH:9]=[CH:10][CH:11]=1)[C:6]([OH:8])=O.[OH:13][C:14]1[CH:15]=[C:16]([CH:18]=[CH:19][C:20]=1[CH3:21])[NH2:17], predict the reaction product. (2) The product is: [CH3:24][O:23][C:21]([C@H:13]1[C@H:12]([C:9]2[CH:8]=[CH:7][C:6]([C:5]3[O:1][C:2]([C:42]4[CH:47]=[CH:46][CH:45]=[CH:44][CH:43]=4)=[N:3][CH:4]=3)=[CH:11][CH:10]=2)[C@H:14]1[C:15]1[CH:16]=[CH:17][CH:18]=[CH:19][CH:20]=1)=[O:22]. Given the reactants [O:1]1[C:5]([C:6]2[CH:11]=[CH:10][C:9]([C@@H:12]3[C@@H:14]([C:15]4[CH:20]=[CH:19][CH:18]=[CH:17][CH:16]=4)[C@H:13]3[C:21]([O:23][CH3:24])=[O:22])=[CH:8][CH:7]=2)=[CH:4][N:3]=[CH:2]1.C(O)(=O)C(C)(C)C.CC(C)([O-])C.[K+].CC(O[C:42]1[CH:47]=[CH:46][CH:45]=[C:44](OC(C)C)[C:43]=1[C:42]1[C:47](P(C2CCCCC2)C2CCCCC2)=[CH:46][CH:45]=[CH:44][CH:43]=1)C.BrC1C=CC=CC=1.Cl, predict the reaction product. (3) Given the reactants [Cl:1][C:2]1[CH:3]=[C:4]2[C:9](=[CH:10][CH:11]=1)[NH:8][CH:7]([C:12]1[CH:18]=[CH:17][CH:16]=[CH:15][C:13]=1[NH2:14])[CH2:6][C:5]2([CH3:20])[CH3:19].N1C=CC=CC=1.[F:27][C:28]1[CH:33]=[CH:32][C:31]([S:34](Cl)(=[O:36])=[O:35])=[CH:30][CH:29]=1, predict the reaction product. The product is: [Cl:1][C:2]1[CH:3]=[C:4]2[C:9](=[CH:10][CH:11]=1)[NH:8][CH:7]([C:12]1[CH:18]=[CH:17][CH:16]=[CH:15][C:13]=1[NH:14][S:34]([C:31]1[CH:32]=[CH:33][C:28]([F:27])=[CH:29][CH:30]=1)(=[O:36])=[O:35])[CH2:6][C:5]2([CH3:20])[CH3:19].